From a dataset of Experimentally validated miRNA-target interactions with 360,000+ pairs, plus equal number of negative samples. Binary Classification. Given a miRNA mature sequence and a target amino acid sequence, predict their likelihood of interaction. (1) The protein sequence of the target gene is MAGLTLFVGRLPPSARSEQLEELFSQVGPVKQCFVVTEKGSKACRGFGYVTFSMLEDVQRALKEITTFEGCKINVTVAKKKLRNKTKEKGKNENSECPKKEPKAKKAKVADKKARLIIRNLSFKCSEDDLKTVFAQFGAVLEVNIPRKPDGKMRGFGFVQFKNLLEAGKALKGMNMKEIKGRTVAVDWAVAKDKYKDTQSVSAIGEEKSHESKHQESVKKKGREEEDMEEEENDDDDDDDDEEDGVFDDEDEEEENIESKVTKPVQIQKRAVKRPAPAKSSDHSEEDSDLEESDSIDDGE.... The miRNA is hsa-miR-6516-3p with sequence AUCAUGUAUGAUACUGCAAACA. Result: 1 (interaction). (2) The miRNA is mmu-miR-7220-5p with sequence GGUGAGCUCUUGGUACCUUGGC. The protein sequence of the target gene is MAKKRIAVIGAGASGLTCIKCCLEEGLEPVCFERSGDIGGLWRFQEAPEEGRASIYQSVVINTSKEMMCFSDYPIPDHYPNYMHNSQVLEYFRMYAKEFDLLKYIQFKTTVCSVKKQPDFSTSGQWQVVTECEGKQQVDVFDGVLVCTGHHTDAHLPLESFPGIEKFKGKYFHSRDYKNPVEFTGKRVIVIGIGNSGGDLAVEISHTAKQVFLSTRRGAWILNRVGKHGYPIDLLLSSRIMYYLSRICGPSLKNNYMEKQMNQRFDHEMFGLKPKHRALSQHPTVNDDLPNRIIAGLVKV.... Result: 0 (no interaction). (3) The miRNA is hsa-miR-614 with sequence GAACGCCUGUUCUUGCCAGGUGG. The protein sequence of the target gene is MVLLHVKRGDESQFLLQAPGSTELEELTVQVARVYNGRLKVQRLCSEMEELAEHGIFLPPNMQGLTDDQIEELKLKDEWGEKCVPSGGAVFKKDDIGRRNGQAPNEKMKQVLKKTIEEAKAIISKKQVEAGVCVTMEMVKDALDQLRGAVMIVYPMGLPPYDPIRMEFENKEDLSGTQAGLNVIKEAEAQLWWAAKELRRTKKLSDYVGKNEKTKIIAKIQQRGQGAPAREPIISSEEQKQLMLYYHRRQEELKRLEENDDDAYLNSPWADNTALKRHFHGVKDIKWRPR. Result: 1 (interaction). (4) Result: 1 (interaction). The miRNA is hsa-miR-127-5p with sequence CUGAAGCUCAGAGGGCUCUGAU. The protein sequence of the target gene is MDENESNQSLMTSSQYPKEAVRKRQNSARNSGASDSSRFSRKSFKLDYRLEEDVTKSKKGKDGRFVNPWPTWKNPSIPNVLRWLIMEKDHSSVPSSKEELDKELPVLKPYFITNPEEAGVREAGLRVTWLGHATVMVEMDELIFLTDPIFSSRASPSQYMGPKRFRRSPCTISELPPIDAVLISHNHYDHLDYNSVIALNERFGNELRWFVPLGLLDWMQKCGCENVIELDWWEENCVPGHDKVTFVFTPSQHWCKRTLMDDNKVLWGSWSVLGPWNRFFFAGDTGYCPAFEEIGKRFGP.... (5) The miRNA is hsa-miR-335-5p with sequence UCAAGAGCAAUAACGAAAAAUGU. The protein sequence of the target gene is MLRTAMGLRSWLAAPWGALPPRPPLLLLLLLLLLLQPPPPTWALSPRISLPLGSEERPFLRFEAEHISNYTALLLSRDGRTLYVGAREALFALSSNLSFLPGGEYQELLWGADAEKKQQCSFKGKDPQRDCQNYIKILLPLSGSHLFTCGTAAFSPMCTYINMENFTLARDEKGNVLLEDGKGRCPFDPNFKSTALVVDGELYTGTVSSFQGNDPAISRSQSLRPTKTESSLNWLQDPAFVASAYIPESLGSLQGDDDKIYFFFSETGQEFEFFENTIVSRIARICKGDEGGERVLQQRW.... Result: 1 (interaction). (6) The miRNA is hsa-miR-6764-5p with sequence UCCCAGGGUCUGGUCAGAGUUG. The protein sequence of the target gene is MSLLGPKVLLFLAAFIITSDWIPLGVNSQRGDDVTQATPETFTEDPNLVNDPATDETVLAVLADIAPSTDDLASLSEKNTTAECWDEKFTCTRLYSVHRPVKQCIHQLCFTSLRRMYIVNKEICSRLVCKEHEAMKDELCRQMAGLPPRRLRRSNYFRLPPCENVDLQRPNGL. Result: 1 (interaction). (7) The miRNA is mmu-miR-297b-5p with sequence AUGUAUGUGUGCAUGAACAUGU. Result: 1 (interaction). The protein sequence of the target gene is MVGADPTRPRGPLSYWAGRRGQGLAAIFLLLVSAAESEARAEDDFSLVQPLVTMEQLLWVSGKQIGSVDTFRIPLITATPRGTLLAFAEARKKSASDEGAKFIAMRRSTDQGSTWSSTAFIVDDGEASDGLNLGAVVNDVDTGIVFLIYTLCAHKVNCQVASTMLVWSKDDGISWSPPRNLSVDIGTEMFAPGPGSGIQKQREPGKGRLIVCGHGTLERDGVFCLLSDDHGASWHYGTGVSGIPFGQPKHDHDFNPDECQPYELPDGSVIINARNQNNYHCRCRIVLRSYDACDTLRPRD.... (8) The miRNA is hsa-miR-4524a-3p with sequence UGAGACAGGCUUAUGCUGCUAU. The protein sequence of the target gene is MDPQPPPPAQGSPPHRDRGRGRGRGRGRGRGRGRGRGGAGAPRAPLPCPTCGRLFRFPYYLSRHRLSHSGLRPHACPLCPKAFRRPAHLSRHLRGHGPQPPLRCAACPRTFPEPAQLRRHLAQEHAGSEVDLSTQRAVKEEPEASWGPQDEGVEQPATVVVAGAEEEATTQWPAGDSAPAAVPTSTDPRESEAKEAEAGAAELRAELALAAGRQEEKQVLLQADWTLLCLRCREAFATKGELKAHPCLRPEGEQEGEGGPPPRPKRHQCSICLKAFARPWSLSRHRLVHSTDRPFVCPDC.... Result: 0 (no interaction).